Dataset: TCR-epitope binding with 47,182 pairs between 192 epitopes and 23,139 TCRs. Task: Binary Classification. Given a T-cell receptor sequence (or CDR3 region) and an epitope sequence, predict whether binding occurs between them. (1) The epitope is PKYVKQNTLKLAT. The TCR CDR3 sequence is CASSSPGENTGELFF. Result: 0 (the TCR does not bind to the epitope). (2) The epitope is KAFSPEVIPMF. The TCR CDR3 sequence is CASSPRDSQETQYF. Result: 1 (the TCR binds to the epitope). (3) The epitope is KEIDRLNEV. The TCR CDR3 sequence is CASSLQGFLLSYEQYF. Result: 0 (the TCR does not bind to the epitope). (4) Result: 0 (the TCR does not bind to the epitope). The epitope is TSDLATNNLVVMAY. The TCR CDR3 sequence is CASSGNTGELFF. (5) The epitope is RQLLFVVEV. The TCR CDR3 sequence is CASSPLGGTEAFF. Result: 1 (the TCR binds to the epitope). (6) The epitope is RPRGEVRFL. The TCR CDR3 sequence is CASSGGARGYTF. Result: 0 (the TCR does not bind to the epitope). (7) The epitope is KLGGALQAK. The TCR CDR3 sequence is CASSPSAGEQFF. Result: 1 (the TCR binds to the epitope).